From a dataset of Forward reaction prediction with 1.9M reactions from USPTO patents (1976-2016). Predict the product of the given reaction. (1) Given the reactants [CH:1]1[NH:5][N:4]=[CH:3][C:2]=1[N+:6]([O-:8])=[O:7].[H-].[Na+].[CH3:11][O:12][CH2:13][CH2:14]Br.[Na+].[I-], predict the reaction product. The product is: [CH3:11][O:12][CH2:13][CH2:14][N:4]1[CH:3]=[C:2]([N+:6]([O-:8])=[O:7])[CH:1]=[N:5]1. (2) Given the reactants [CH2:1]([O:3][C:4]([C:6]1[CH:10]=[C:9]([C:11]2[CH:16]=[CH:15][C:14](OS(C(F)(F)F)(=O)=O)=[CH:13][N:12]=2)[N:8]([C:25]2[CH:26]=[N:27][CH:28]=[CH:29][CH:30]=2)[N:7]=1)=[O:5])[CH3:2].[CH3:31][Si:32]([C:35]#[CH:36])([CH3:34])[CH3:33].O, predict the reaction product. The product is: [CH2:1]([O:3][C:4]([C:6]1[CH:10]=[C:9]([C:11]2[CH:16]=[CH:15][C:14]([C:36]#[C:35][Si:32]([CH3:34])([CH3:33])[CH3:31])=[CH:13][N:12]=2)[N:8]([C:25]2[CH:26]=[N:27][CH:28]=[CH:29][CH:30]=2)[N:7]=1)=[O:5])[CH3:2]. (3) The product is: [F:1][C:2]1[C:3]([NH:10][CH2:11][C:12]2[CH:17]=[C:16]([C:18]3[CH:23]=[CH:22][CH:21]=[C:20]([F:24])[CH:19]=3)[CH:15]=[C:14]([CH3:25])[C:13]=2[CH3:26])=[C:4]([F:9])[CH:5]=[CH:6][C:7]=1[OH:8]. Given the reactants [F:1][C:2]1[C:7]([OH:8])=[CH:6][CH:5]=[C:4]([F:9])[C:3]=1[NH:10][C:11](=O)[C:12]1[CH:17]=[C:16]([C:18]2[CH:23]=[CH:22][CH:21]=[C:20]([F:24])[CH:19]=2)[CH:15]=[C:14]([CH3:25])[C:13]=1[CH3:26], predict the reaction product. (4) Given the reactants F[C:2]1[C:7]([I:8])=[CH:6][CH:5]=[CH:4][N:3]=1.C([O-])([O-])=O.[Cs+].[Cs+].[CH2:15]1[CH2:19][CH:18]([SH:20])[CH2:17][CH2:16]1.[Na+].[Cl-], predict the reaction product. The product is: [CH:18]1([S:20][C:2]2[C:7]([I:8])=[CH:6][CH:5]=[CH:4][N:3]=2)[CH2:19][CH2:15][CH2:16][CH2:17]1.